Dataset: Reaction yield outcomes from USPTO patents with 853,638 reactions. Task: Predict the reaction yield, written as a fraction of the theoretical maximum amount of product (1.0 means a 100% yield; for example, 0.34 means a 34% yield). (1) The reactants are [C:1]1([C:7]2[N:12]=[N:11][C:10]([N:13]3[CH2:18][CH2:17][N:16]([C:19]4[N:24]=[CH:23][CH:22]=[CH:21][N:20]=4)[CH2:15][CH2:14]3)=[C:9](O)[CH:8]=2)[CH:6]=[CH:5][CH:4]=[CH:3][CH:2]=1.[OH-].[Na+].P(Cl)(Cl)([Cl:30])=O. No catalyst specified. The product is [Cl:30][C:9]1[CH:8]=[C:7]([C:1]2[CH:6]=[CH:5][CH:4]=[CH:3][CH:2]=2)[N:12]=[N:11][C:10]=1[N:13]1[CH2:18][CH2:17][N:16]([C:19]2[N:24]=[CH:23][CH:22]=[CH:21][N:20]=2)[CH2:15][CH2:14]1. The yield is 0.914. (2) The reactants are [C:1]([C:3]1[CH:8]=[CH:7][C:6]([CH:9]2[C:14]([C:15]([OH:17])=O)=[C:13]([CH3:18])[N:12]([C:19]3[CH:24]=[CH:23][CH:22]=[C:21]([C:25]([F:28])([F:27])[F:26])[CH:20]=3)[C:11](=[O:29])[NH:10]2)=[C:5]([S:30]([C:33]2[CH:38]=[CH:37][CH:36]=[CH:35][CH:34]=2)(=[O:32])=[O:31])[CH:4]=1)#[N:2].C[N:40](C(ON1N=NC2C=CC=NC1=2)=[N+](C)C)C.F[P-](F)(F)(F)(F)F.[Cl-].[NH4+].N.CCN(C(C)C)C(C)C. The catalyst is CN(C=O)C.O1CCOCC1. The product is [C:1]([C:3]1[CH:8]=[CH:7][C:6]([CH:9]2[C:14]([C:15]([NH2:40])=[O:17])=[C:13]([CH3:18])[N:12]([C:19]3[CH:24]=[CH:23][CH:22]=[C:21]([C:25]([F:26])([F:28])[F:27])[CH:20]=3)[C:11](=[O:29])[NH:10]2)=[C:5]([S:30]([C:33]2[CH:34]=[CH:35][CH:36]=[CH:37][CH:38]=2)(=[O:32])=[O:31])[CH:4]=1)#[N:2]. The yield is 0.890. (3) The reactants are [NH2:1][CH2:2][CH2:3][C:4]1[CH:9]=[CH:8][C:7]([OH:10])=[CH:6][CH:5]=1.O.C(=O)([O-])[O-].[K+].[K+].[C:18](O[C:18]([O:20][C:21]([CH3:24])([CH3:23])[CH3:22])=[O:19])([O:20][C:21]([CH3:24])([CH3:23])[CH3:22])=[O:19]. The catalyst is O1CCOCC1.O1CCCC1. The product is [OH:10][C:7]1[CH:8]=[CH:9][C:4]([CH2:3][CH2:2][NH:1][C:18](=[O:19])[O:20][C:21]([CH3:24])([CH3:23])[CH3:22])=[CH:5][CH:6]=1. The yield is 0.990. (4) The reactants are [NH2:1][CH2:2][C:3]#[N:4].[C:5]([N:13]=[C:14]=[O:15])(=[O:12])[C:6]1[CH:11]=[CH:10][CH:9]=[CH:8][CH:7]=1. The catalyst is O1CCCC1. The product is [NH:4]=[C:3]1[N:13]([C:5]([C:6]2[CH:7]=[CH:8][CH:9]=[CH:10][CH:11]=2)=[O:12])[C:14](=[O:15])[NH:1][CH2:2]1. The yield is 0.740. (5) The reactants are [CH2:1]([N:5]([CH2:18][CH2:19][C@H:20]([NH:42][C:43]([O:45][C:46]([CH3:49])([CH3:48])[CH3:47])=[O:44])[C:21]([N:23]1[CH2:27][C@H:26]([OH:28])[CH2:25][C@H:24]1[C:29]([NH:31][C@:32]1([C:37]([O:39][CH2:40][CH3:41])=[O:38])[CH2:34][C@H:33]1[CH:35]=[CH2:36])=[O:30])=[O:22])[S:6]([C:9]1[CH:14]=[CH:13][CH:12]=[CH:11][C:10]=1[N+:15]([O-:17])=[O:16])(=[O:8])=[O:7])[CH2:2][CH:3]=[CH2:4].N1([C:55]([N:57]2[CH:61]=[CH:60]N=[CH:58]2)=[O:56])C=CN=C1.C(N(C(C)C)C(C)C)C.Cl.[F:72][C:73]1C=[CH:80][CH:79]=[C:78]2[C:74]=1CNC2. The catalyst is C1(C)C=CC=CC=1. The product is [F:72][C:73]1[CH:74]=[CH:78][CH:79]=[C:80]2[C:60]=1[CH2:61][N:57]([C:55]([O:28][C@@H:26]1[CH2:25][C@@H:24]([C:29](=[O:30])[NH:31][C@:32]3([C:37]([O:39][CH2:40][CH3:41])=[O:38])[CH2:34][C@H:33]3[CH:35]=[CH2:36])[N:23]([C:21](=[O:22])[C@@H:20]([NH:42][C:43]([O:45][C:46]([CH3:48])([CH3:47])[CH3:49])=[O:44])[CH2:19][CH2:18][N:5]([CH2:1][CH2:2][CH:3]=[CH2:4])[S:6]([C:9]3[CH:14]=[CH:13][CH:12]=[CH:11][C:10]=3[N+:15]([O-:17])=[O:16])(=[O:8])=[O:7])[CH2:27]1)=[O:56])[CH2:58]2. The yield is 0.840. (6) The yield is 0.660. The reactants are C1(C)C=CC=CC=1.Br[C:9]1[CH:18]=[CH:17][CH:16]=[C:15]2[C:10]=1[CH:11]=[CH:12][C:13]([O:19][CH3:20])=[N:14]2.[C:21]([N:28]1[CH2:33][CH2:32][NH:31][CH2:30][CH2:29]1)([O:23][C:24]([CH3:27])([CH3:26])[CH3:25])=[O:22].CC([O-])(C)C.[Na+]. The product is [C:24]([O:23][C:21]([N:28]1[CH2:33][CH2:32][N:31]([C:9]2[CH:18]=[CH:17][CH:16]=[C:15]3[C:10]=2[CH:11]=[CH:12][C:13]([O:19][CH3:20])=[N:14]3)[CH2:30][CH2:29]1)=[O:22])([CH3:27])([CH3:25])[CH3:26]. The catalyst is C(OCC)(=O)C.CC([O-])=O.CC([O-])=O.[Pd+2].C1(P(C2CCCCC2)C2C=CC=CC=2C2C=CC=CC=2)CCCCC1.